Task: Predict which catalyst facilitates the given reaction.. Dataset: Catalyst prediction with 721,799 reactions and 888 catalyst types from USPTO Reactant: [CH3:1][C:2]1[C:6]2=[CH:7][C:8]3[CH:14]([CH3:15])[CH2:13][N:12](C(=O)C(F)(F)F)[CH2:11][CH2:10][C:9]=3[N:22]=[C:5]2[O:4][CH:3]=1.C([O-])([O-])=O.[K+].[K+]. Product: [CH3:1][C:2]1[C:6]2=[CH:7][C:8]3[CH:14]([CH3:15])[CH2:13][NH:12][CH2:11][CH2:10][C:9]=3[N:22]=[C:5]2[O:4][CH:3]=1. The catalyst class is: 5.